This data is from Catalyst prediction with 721,799 reactions and 888 catalyst types from USPTO. The task is: Predict which catalyst facilitates the given reaction. (1) Reactant: [CH2:1]([O:3][C:4]1[CH:5]=[C:6]([CH:9]=[CH:10][C:11]=1[OH:12])[CH:7]=[O:8])[CH3:2].[N+:13]([O-])([OH:15])=[O:14]. Product: [CH2:1]([O:3][C:4]1[CH:5]=[C:6]([CH:9]=[C:10]([N+:13]([O-:15])=[O:14])[C:11]=1[OH:12])[CH:7]=[O:8])[CH3:2]. The catalyst class is: 15. (2) Reactant: [Br:1][C:2]1[C:3]([C:8]([OH:10])=O)=[N:4][CH:5]=[CH:6][CH:7]=1.CCN(CC)CC.ClC(OCC(C)C)=O.Cl.[CH3:27][NH:28][O:29][CH3:30]. Product: [Br:1][C:2]1[C:3]([C:8]([N:28]([O:29][CH3:30])[CH3:27])=[O:10])=[N:4][CH:5]=[CH:6][CH:7]=1. The catalyst class is: 34.